Task: Predict the reactants needed to synthesize the given product.. Dataset: Full USPTO retrosynthesis dataset with 1.9M reactions from patents (1976-2016) (1) Given the product [CH3:1][NH:2][C:3]1[CH:12]=[CH:11][C:6]([CH2:7][OH:8])=[CH:5][CH:4]=1, predict the reactants needed to synthesize it. The reactants are: [CH3:1][NH:2][C:3]1[CH:12]=[CH:11][C:6]([C:7](OC)=[O:8])=[CH:5][CH:4]=1.[H-].[H-].[H-].[H-].[Li+].[Al+3]. (2) The reactants are: [CH:1]([C:3]1[S:4][CH:5]=[CH:6][C:7]=1B(O)O)=[O:2].Br[CH2:12][C:13]1[CH:18]=[CH:17][CH:16]=[C:15]([Cl:19])[CH:14]=1.C([O-])([O-])=O.[Na+].[Na+].O. Given the product [Cl:19][C:15]1[CH:14]=[C:13]([CH:18]=[CH:17][CH:16]=1)[CH2:12][C:7]1[CH:6]=[CH:5][S:4][C:3]=1[CH:1]=[O:2], predict the reactants needed to synthesize it. (3) Given the product [Si:11]([O:18][C:19]1([CH3:2])[C:23](=[O:24])[N:22]([C:25]([O:27][C:28]([CH3:29])([CH3:31])[CH3:30])=[O:26])[C@H:21]([C:32]([O:34][CH3:35])=[O:33])[CH2:20]1)([C:14]([CH3:17])([CH3:16])[CH3:15])([CH3:12])[CH3:13], predict the reactants needed to synthesize it. The reactants are: [Li+].[CH3:2][Si]([N-][Si](C)(C)C)(C)C.[Si:11]([O:18][C@H:19]1[C:23](=[O:24])[N:22]([C:25]([O:27][C:28]([CH3:31])([CH3:30])[CH3:29])=[O:26])[C@H:21]([C:32]([O:34][CH3:35])=[O:33])[CH2:20]1)([C:14]([CH3:17])([CH3:16])[CH3:15])([CH3:13])[CH3:12].IC. (4) Given the product [Cl:27][C:28]1[CH:33]=[CH:32][C:31]([C:2]2[S:6][N:5]=[C:4]([C:7]([F:10])([F:9])[F:8])[C:3]=2[CH2:11][O:12][C:13]2[C:18]([F:19])=[CH:17][C:16]([CH2:20][CH2:21][C:22]([O:24][CH3:25])=[O:23])=[CH:15][C:14]=2[F:26])=[CH:30][C:29]=1[F:37], predict the reactants needed to synthesize it. The reactants are: Br[C:2]1[S:6][N:5]=[C:4]([C:7]([F:10])([F:9])[F:8])[C:3]=1[CH2:11][O:12][C:13]1[C:18]([F:19])=[CH:17][C:16]([CH2:20][CH2:21][C:22]([O:24][CH3:25])=[O:23])=[CH:15][C:14]=1[F:26].[Cl:27][C:28]1[CH:33]=[CH:32][C:31](B(O)O)=[CH:30][C:29]=1[F:37].[O-]P([O-])([O-])=O.[K+].[K+].[K+].Cl. (5) Given the product [Cl:21][C:22]1[C:23]([C:4](=[O:19])[CH2:5][CH:6]([C:7]2[CH:8]=[CH:9][CH:10]=[CH:11][CH:12]=2)[C:13]2[CH:14]=[CH:15][CH:16]=[CH:17][CH:18]=2)=[CH:24][C:25]([F:28])=[N:26][CH:27]=1, predict the reactants needed to synthesize it. The reactants are: CON(C)[C:4](=[O:19])[CH2:5][CH:6]([C:13]1[CH:18]=[CH:17][CH:16]=[CH:15][CH:14]=1)[C:7]1[CH:12]=[CH:11][CH:10]=[CH:9][CH:8]=1.[Cl:21][C:22]1[C:23](I)=[CH:24][C:25]([F:28])=[N:26][CH:27]=1. (6) The reactants are: [CH2:1]([N:8]1[CH2:12][CH2:11][CH:10]([NH:13][C:14]2[N:19]=[C:18]([CH3:20])[C:17]([CH2:21][OH:22])=[CH:16][N:15]=2)[CH2:9]1)[C:2]1[CH:7]=[CH:6][CH:5]=[CH:4][CH:3]=1. Given the product [CH2:1]([N:8]1[CH2:12][CH2:11][CH:10]([NH:13][C:14]2[N:19]=[C:18]([CH3:20])[C:17]([CH:21]=[O:22])=[CH:16][N:15]=2)[CH2:9]1)[C:2]1[CH:7]=[CH:6][CH:5]=[CH:4][CH:3]=1, predict the reactants needed to synthesize it. (7) Given the product [CH3:24][N:25]([CH3:34])[CH2:26][CH2:27][N:28]1[CH2:33][CH2:32][N:31]([C:2]2[N:7]3[CH:8]=[C:9]([CH2:11][N:12]([CH3:23])[CH:13]4[C:22]5[N:21]=[CH:20][CH:19]=[CH:18][C:17]=5[CH2:16][CH2:15][CH2:14]4)[N:10]=[C:6]3[CH:5]=[CH:4][CH:3]=2)[CH2:30][CH2:29]1, predict the reactants needed to synthesize it. The reactants are: F[C:2]1[N:7]2[CH:8]=[C:9]([CH2:11][N:12]([CH3:23])[CH:13]3[C:22]4[N:21]=[CH:20][CH:19]=[CH:18][C:17]=4[CH2:16][CH2:15][CH2:14]3)[N:10]=[C:6]2[CH:5]=[CH:4][CH:3]=1.[CH3:24][N:25]([CH3:34])[CH2:26][CH2:27][N:28]1[CH2:33][CH2:32][NH:31][CH2:30][CH2:29]1.